The task is: Predict the reactants needed to synthesize the given product.. This data is from Full USPTO retrosynthesis dataset with 1.9M reactions from patents (1976-2016). Given the product [CH2:1]([C@H:8]1[N:13]([C:14]([C:16]2[N:17]=[CH:18][N:19]([CH:27]3[CH2:33][CH2:32][CH2:31][CH2:30][N:29]([CH3:44])[C:28]3=[O:34])[C:20]=2[C:21]2[CH:26]=[CH:25][CH:24]=[CH:23][CH:22]=2)=[O:15])[CH2:12][CH2:11][N:10]([C:35]([O:37][C:38]([CH3:41])([CH3:40])[CH3:39])=[O:36])[CH2:9]1)[C:2]1[CH:7]=[CH:6][CH:5]=[CH:4][CH:3]=1, predict the reactants needed to synthesize it. The reactants are: [CH2:1]([C@H:8]1[N:13]([C:14]([C:16]2[N:17]=[CH:18][N:19]([CH:27]3[CH2:33][CH2:32][CH2:31][CH2:30][NH:29][C:28]3=[O:34])[C:20]=2[C:21]2[CH:26]=[CH:25][CH:24]=[CH:23][CH:22]=2)=[O:15])[CH2:12][CH2:11][N:10]([C:35]([O:37][C:38]([CH3:41])([CH3:40])[CH3:39])=[O:36])[CH2:9]1)[C:2]1[CH:7]=[CH:6][CH:5]=[CH:4][CH:3]=1.[H-].[Na+].[CH3:44]I.